This data is from TCR-epitope binding with 47,182 pairs between 192 epitopes and 23,139 TCRs. The task is: Binary Classification. Given a T-cell receptor sequence (or CDR3 region) and an epitope sequence, predict whether binding occurs between them. (1) The epitope is TPINLVRDL. The TCR CDR3 sequence is CSVVGATGVSYNEQFF. Result: 1 (the TCR binds to the epitope). (2) The epitope is SGPLKAEIAQRLED. The TCR CDR3 sequence is CASSYSGTGSNTEAFF. Result: 0 (the TCR does not bind to the epitope). (3) The epitope is FVDGVPFVV. The TCR CDR3 sequence is CASSQDRDRDWFRAFF. Result: 1 (the TCR binds to the epitope). (4) The epitope is LLLGIGILV. The TCR CDR3 sequence is CASSPFQRSSGNTIYF. Result: 0 (the TCR does not bind to the epitope). (5) The epitope is MMISAGFSL. The TCR CDR3 sequence is CASSYRTGELFF. Result: 0 (the TCR does not bind to the epitope). (6) The epitope is YLQPRTFLL. The TCR CDR3 sequence is CASSQTESTDTQYF. Result: 1 (the TCR binds to the epitope).